This data is from Acute oral toxicity (LD50) regression data from Zhu et al.. The task is: Regression/Classification. Given a drug SMILES string, predict its toxicity properties. Task type varies by dataset: regression for continuous values (e.g., LD50, hERG inhibition percentage) or binary classification for toxic/non-toxic outcomes (e.g., AMES mutagenicity, cardiotoxicity, hepatotoxicity). Dataset: ld50_zhu. (1) The compound is O=c1[nH]c2nc[nH]c(=O)c2[nH]1. The rat oral LD50 is 1.94, given as -log10 of the dose in mol/kg body weight (higher means more acutely toxic). (2) The drug is NC(=O)OCCCc1ccccc1. The rat oral LD50 is 2.21, given as -log10 of the dose in mol/kg body weight (higher means more acutely toxic). (3) The rat oral LD50 is 2.67, given as -log10 of the dose in mol/kg body weight (higher means more acutely toxic). The drug is O=C1C=CC(=O)N1c1ccc(Cl)cc1. (4) The molecule is CC(=O)O. The rat oral LD50 is 1.26, given as -log10 of the dose in mol/kg body weight (higher means more acutely toxic). (5) The rat oral LD50 is 2.13, given as -log10 of the dose in mol/kg body weight (higher means more acutely toxic). The drug is CCC1NC(=O)c2ccccc2O1.